From a dataset of Forward reaction prediction with 1.9M reactions from USPTO patents (1976-2016). Predict the product of the given reaction. Given the reactants [N+:1]([C:4]1[CH:12]=[C:11]([C:13]([CH3:16])([CH3:15])[CH3:14])[CH:10]=[CH:9][C:5]=1[C:6]([OH:8])=O)([O-:3])=[O:2].C(N(C(C)C)CC)(C)C.[CH2:26]([O:28][CH:29]([O:32][CH2:33][CH3:34])[CH2:30][NH2:31])[CH3:27].CN(C)CCCN=C=NCC.O.OC1C2N=NNC=2C=CC=1, predict the reaction product. The product is: [N+:1]([C:4]1[CH:12]=[C:11]([C:13]([CH3:16])([CH3:15])[CH3:14])[CH:10]=[CH:9][C:5]=1[C:6]([NH:31][CH2:30][CH:29]([O:32][CH2:33][CH3:34])[O:28][CH2:26][CH3:27])=[O:8])([O-:3])=[O:2].